Dataset: Full USPTO retrosynthesis dataset with 1.9M reactions from patents (1976-2016). Task: Predict the reactants needed to synthesize the given product. (1) Given the product [CH3:20][O:19][C:21]1[CH:22]=[CH:23][C:24]([C:27]2[S:31][C:30]([CH:32]=[C:3]3[C:2](=[O:1])[N:6]([CH:7]([CH2:11][C:12]4[CH:17]=[CH:16][CH:15]=[CH:14][CH:13]=4)[C:8]([OH:10])=[O:9])[C:5](=[S:18])[NH:4]3)=[CH:29][CH:28]=2)=[CH:25][CH:26]=1, predict the reactants needed to synthesize it. The reactants are: [O:1]=[C:2]1[N:6]([CH:7]([CH2:11][C:12]2[CH:17]=[CH:16][CH:15]=[CH:14][CH:13]=2)[C:8]([OH:10])=[O:9])[C:5](=[S:18])[NH:4][CH2:3]1.[O:19]([C:21]1[CH:26]=[CH:25][C:24]([C:27]2[S:31][C:30]([CH:32]=O)=[CH:29][CH:28]=2)=[CH:23][CH:22]=1)[CH3:20].NCCC(O)=O.CO.C(Cl)Cl. (2) Given the product [Cl:26][C:23]1[CH:24]=[CH:25][C:20]([O:19][C:13]2[C:12]3[C:17](=[CH:18][C:9]([OH:8])=[C:10]([O:28][CH3:29])[CH:11]=3)[N:16]=[CH:15][N:14]=2)=[C:21]([F:27])[CH:22]=1, predict the reactants needed to synthesize it. The reactants are: C([O:8][C:9]1[CH:18]=[C:17]2[C:12]([C:13]([O:19][C:20]3[CH:25]=[CH:24][C:23]([Cl:26])=[CH:22][C:21]=3[F:27])=[N:14][CH:15]=[N:16]2)=[CH:11][C:10]=1[O:28][CH3:29])C1C=CC=CC=1. (3) Given the product [C:1]([O:5][C:6]([N:8]1[CH2:13][CH2:12][C:11](=[C:14]([C:15]2[CH:20]=[CH:19][CH:18]=[CH:17][CH:16]=2)[C:28]2[CH:33]=[N:32][CH:31]=[CH:30][N:29]=2)[CH2:10][CH2:9]1)=[O:7])([CH3:4])([CH3:3])[CH3:2], predict the reactants needed to synthesize it. The reactants are: [C:1]([O:5][C:6]([N:8]1[CH2:13][CH2:12][C:11](=[C:14](Br)[C:15]2[CH:20]=[CH:19][CH:18]=[CH:17][CH:16]=2)[CH2:10][CH2:9]1)=[O:7])([CH3:4])([CH3:3])[CH3:2].C([Li])CCC.I[C:28]1[CH:33]=[N:32][CH:31]=[CH:30][N:29]=1.